From a dataset of Full USPTO retrosynthesis dataset with 1.9M reactions from patents (1976-2016). Predict the reactants needed to synthesize the given product. (1) Given the product [CH:32]([NH:34][C:23](=[O:24])[C:22]1[CH:21]=[CH:20][C:19]([N:16]2[CH2:17][CH2:18][N:13]([CH2:12][C:9]3[CH:10]=[N:11][C:5]4[N:4]5[CH2:28][CH2:29][CH2:30][C@H:3]5[C:2](=[O:1])[NH:7][C:6]=4[CH:8]=3)[CH2:14][CH2:15]2)=[CH:27][CH:26]=1)([CH3:33])[CH3:31], predict the reactants needed to synthesize it. The reactants are: [O:1]=[C:2]1[NH:7][C:6]2[CH:8]=[C:9]([CH2:12][N:13]3[CH2:18][CH2:17][N:16]([C:19]4[CH:27]=[CH:26][C:22]([C:23](O)=[O:24])=[CH:21][CH:20]=4)[CH2:15][CH2:14]3)[CH:10]=[N:11][C:5]=2[N:4]2[CH2:28][CH2:29][CH2:30][C@@H:3]12.[CH3:31][CH:32]([NH2:34])[CH3:33].CCN(C(C)C)C(C)C.CN(C(ON1N=NC2C=CC=NC1=2)=[N+](C)C)C.F[P-](F)(F)(F)(F)F. (2) Given the product [CH2:20]([O:19][C:17](=[O:18])/[CH:22]=[CH:1]/[C@H:3]1[CH2:7][O:6][C:5]([CH3:9])([CH3:8])[N:4]1[C:10]([O:12][C:13]([CH3:16])([CH3:15])[CH3:14])=[O:11])[CH3:21], predict the reactants needed to synthesize it. The reactants are: [CH:1]([C@H:3]1[CH2:7][O:6][C:5]([CH3:9])([CH3:8])[N:4]1[C:10]([O:12][C:13]([CH3:16])([CH3:15])[CH3:14])=[O:11])=O.[C:17]([CH:22]=P(C1C=CC=CC=1)(C1C=CC=CC=1)C1C=CC=CC=1)([O:19][CH2:20][CH3:21])=[O:18]. (3) Given the product [CH2:31]([S:32]([NH:35][C:22]([CH:20]1[CH2:21][N:18]([C:4]2[C:3]([C:1]#[N:2])=[CH:8][C:7]([C:9]([O:11][CH2:12][C:13]([F:14])([F:16])[F:15])=[O:10])=[C:6]([CH3:17])[N:5]=2)[CH2:19]1)=[O:24])(=[O:34])=[O:33])[C:25]1[CH:30]=[CH:29][CH:28]=[CH:27][CH:26]=1, predict the reactants needed to synthesize it. The reactants are: [C:1]([C:3]1[C:4]([N:18]2[CH2:21][CH:20]([C:22]([OH:24])=O)[CH2:19]2)=[N:5][C:6]([CH3:17])=[C:7]([C:9]([O:11][CH2:12][C:13]([F:16])([F:15])[F:14])=[O:10])[CH:8]=1)#[N:2].[C:25]1([CH2:31][S:32]([NH2:35])(=[O:34])=[O:33])[CH:30]=[CH:29][CH:28]=[CH:27][CH:26]=1.CCN=C=NCCCN(C)C.C1C=CC2N(O)N=NC=2C=1.CCN(C(C)C)C(C)C. (4) Given the product [C:15]([C:14]1[CH:13]=[C:12]([C:9]2[CH:10]=[C:11]3[C:6](=[CH:7][CH:8]=2)[O:5][CH:4]([C:20]2[CH:25]=[CH:24][CH:23]=[CH:22][N:21]=2)[CH2:3]/[C:2]/3=[N:32]/[C:26]#[N:27])[CH:19]=[CH:18][CH:17]=1)#[N:16], predict the reactants needed to synthesize it. The reactants are: O=[C:2]1[C:11]2[C:6](=[CH:7][CH:8]=[C:9]([C:12]3[CH:13]=[C:14]([CH:17]=[CH:18][CH:19]=3)[C:15]#[N:16])[CH:10]=2)[O:5][CH:4]([C:20]2[CH:25]=[CH:24][CH:23]=[CH:22][N:21]=2)[CH2:3]1.[C:26](=[N:32][Si](C)(C)C)=[N:27][Si](C)(C)C. (5) Given the product [Br:10][C:11]1[S:15][CH:14]=[C:13]([CH2:16][N:17]([CH3:18])[C:1](=[O:8])[C:2]2[CH:7]=[CH:6][CH:5]=[CH:4][CH:3]=2)[CH:12]=1, predict the reactants needed to synthesize it. The reactants are: [C:1](Cl)(=[O:8])[C:2]1[CH:7]=[CH:6][CH:5]=[CH:4][CH:3]=1.[Br:10][C:11]1[S:15][CH:14]=[C:13]([CH2:16][NH:17][CH3:18])[CH:12]=1.C(N(CC)CC)C. (6) The reactants are: OC1C=CC(C[NH:7]C(=O)C2C=CC(NC3C4N(C=CN=4)C(C4C=NNC=4)=CN=3)=CC=2)=CC=1.[Br:33][C:34]1[N:39]2[CH:40]=[CH:41][N:42]=[C:38]2[C:37](Br)=[N:36][CH:35]=1.[CH2:44]([N:46]([CH2:59][CH3:60])[CH2:47][CH2:48][NH:49][C:50]([C:52]1[CH:57]=[CH:56][C:55]([NH2:58])=[CH:54][N:53]=1)=[O:51])[CH3:45].CC([O-])(C)C.[Na+]. Given the product [NH3:7].[CH2:59]([N:46]([CH2:44][CH3:45])[CH2:47][CH2:48][NH:49][C:50]([C:52]1[CH:57]=[CH:56][C:55]([NH:58][C:37]2[C:38]3[N:39]([CH:40]=[CH:41][N:42]=3)[C:34]([Br:33])=[CH:35][N:36]=2)=[CH:54][N:53]=1)=[O:51])[CH3:60], predict the reactants needed to synthesize it.